Dataset: Reaction yield outcomes from USPTO patents with 853,638 reactions. Task: Predict the reaction yield, written as a fraction of the theoretical maximum amount of product (1.0 means a 100% yield; for example, 0.34 means a 34% yield). (1) The catalyst is C(Cl)Cl. The reactants are [CH2:1]([O:8][N:9]([CH2:17][CH3:18])C(=O)OC(C)(C)C)[C:2]1[CH:7]=[CH:6][CH:5]=[CH:4][CH:3]=1.C(O)(C(F)(F)F)=O. The yield is 0.880. The product is [CH2:1]([O:8][NH:9][CH2:17][CH3:18])[C:2]1[CH:7]=[CH:6][CH:5]=[CH:4][CH:3]=1. (2) The reactants are [CH2:1]([O:8][C:9]1[CH:17]=[C:16]2[C:12]([CH2:13][CH2:14][CH:15]2O)=[CH:11][CH:10]=1)[C:2]1[CH:7]=[CH:6][CH:5]=[CH:4][CH:3]=1.CC1C=CC(S(O)(=O)=O)=CC=1. The catalyst is C1(C)C=CC=CC=1. The product is [CH2:1]([O:8][C:9]1[CH:17]=[C:16]2[C:12](=[CH:11][CH:10]=1)[CH2:13][CH:14]=[CH:15]2)[C:2]1[CH:3]=[CH:4][CH:5]=[CH:6][CH:7]=1. The yield is 0.890. (3) The reactants are [Br:1][C:2]1[NH:6][CH:5]=[C:4]([C:7]([O:9][CH3:10])=[O:8])[C:3]=1[CH:11]([CH3:13])[CH3:12].[H-].[Na+].[C:16]1([S:22](Cl)(=[O:24])=[O:23])[CH:21]=[CH:20][CH:19]=[CH:18][CH:17]=1. No catalyst specified. The product is [Br:1][C:2]1[N:6]([S:22]([C:16]2[CH:21]=[CH:20][CH:19]=[CH:18][CH:17]=2)(=[O:24])=[O:23])[CH:5]=[C:4]([C:7]([O:9][CH3:10])=[O:8])[C:3]=1[CH:11]([CH3:13])[CH3:12]. The yield is 0.930. (4) The reactants are [F:1][C:2]1[CH:3]=[C:4]([CH3:11])[C:5]([OH:10])=[C:6]([CH:9]=1)[CH:7]=[O:8].C([O-])([O-])=O.[K+].[K+].[CH2:18]([O:20][CH:21]([O:24][CH2:25][CH3:26])[CH2:22]Br)[CH3:19]. The catalyst is CN(C=O)C. The product is [CH2:18]([O:20][CH:21]([O:24][CH2:25][CH3:26])[CH2:22][O:10][C:5]1[C:4]([CH3:11])=[CH:3][C:2]([F:1])=[CH:9][C:6]=1[CH:7]=[O:8])[CH3:19]. The yield is 0.200. (5) The reactants are [C:1]([C:4]1[C:12]2[O:11][C:10]([CH:13]3[CH2:18][CH2:17][N:16]([C:19](OCC4C=CC=CC=4)=O)[CH2:15][CH2:14]3)=[N:9][C:8]=2[CH:7]=[CH:6][CH:5]=1)(=[O:3])[NH2:2].[CH:29](=O)[CH2:30][CH2:31][CH2:32]C.[H][H]. The catalyst is CO.[Pd]. The product is [CH2:19]([N:16]1[CH2:15][CH2:14][CH:13]([C:10]2[O:11][C:12]3[C:4]([C:1]([NH2:2])=[O:3])=[CH:5][CH:6]=[CH:7][C:8]=3[N:9]=2)[CH2:18][CH2:17]1)[CH2:29][CH2:30][CH2:31][CH3:32]. The yield is 0.140. (6) The reactants are [C:1]1([S:7][C:8]2[CH:9]=[C:10]3[CH:16]=[CH:15][NH:14][C:11]3=[N:12][CH:13]=2)[CH:6]=[CH:5][CH:4]=[CH:3][CH:2]=1.[OH-].[K+].[I:19]I.[O-]S([O-])(=S)=O.[Na+].[Na+]. The catalyst is CN(C=O)C.O. The product is [I:19][C:16]1[C:10]2[C:11](=[N:12][CH:13]=[C:8]([S:7][C:1]3[CH:6]=[CH:5][CH:4]=[CH:3][CH:2]=3)[CH:9]=2)[NH:14][CH:15]=1. The yield is 0.980. (7) The reactants are [N+:1]1([O-:14])[CH:2]=[CH:3][CH:4]=[C:5]2[C:13]3[C:8](=[CH:9][CH:10]=[CH:11][CH:12]=3)[NH:7][C:6]=12.OO.[CH3:17]C(O)=O. No catalyst specified. The product is [CH3:17][C:11]1[CH:12]=[C:13]2[C:8](=[CH:9][CH:10]=1)[NH:7][C:6]1=[N+:1]([O-:14])[CH:2]=[CH:3][CH:4]=[C:5]21. The yield is 0.380.